From a dataset of Forward reaction prediction with 1.9M reactions from USPTO patents (1976-2016). Predict the product of the given reaction. (1) The product is: [F:1][C:2]1[CH:3]=[CH:4][C:5]([C:8]2[CH:12]=[CH:11][N:10]([CH2:26][C@@H:25]([NH:27][C:28](=[O:29])[O:30][C:31]([CH3:32])([CH3:34])[CH3:33])[CH3:24])[N:9]=2)=[N:6][CH:7]=1. Given the reactants [F:1][C:2]1[CH:3]=[CH:4][C:5]([C:8]2[CH:12]=[CH:11][NH:10][N:9]=2)=[N:6][CH:7]=1.C([O-])([O-])=O.[Cs+].[Cs+].CS(O[CH2:24][C@@H:25]([NH:27][C:28]([O:30][C:31]([CH3:34])([CH3:33])[CH3:32])=[O:29])[CH3:26])(=O)=O.O, predict the reaction product. (2) Given the reactants [C:1]1([S:7]([C:10]2[C:18]3[C:13](=[CH:14][CH:15]=[C:16]([O:19][CH2:20][CH2:21]OS(C4C=CC(C)=CC=4)(=O)=O)[CH:17]=3)[NH:12][N:11]=2)(=[O:9])=[O:8])[CH:6]=[CH:5][CH:4]=[CH:3][CH:2]=1.C1COCC1.[CH2:38]([NH2:40])[CH3:39], predict the reaction product. The product is: [C:1]1([S:7]([C:10]2[C:18]3[C:13](=[CH:14][CH:15]=[C:16]([O:19][CH2:20][CH2:21][NH:40][CH2:38][CH3:39])[CH:17]=3)[NH:12][N:11]=2)(=[O:8])=[O:9])[CH:2]=[CH:3][CH:4]=[CH:5][CH:6]=1. (3) The product is: [BrH:5].[CH2:11]([O:10][C:8]([C:7]1[N:1]=[C:2]([NH2:4])[S:3][CH:6]=1)=[O:9])[CH3:12]. Given the reactants [NH2:1][C:2]([NH2:4])=[S:3].[Br:5][CH2:6][C:7](=O)[C:8]([O:10][CH2:11][CH3:12])=[O:9], predict the reaction product. (4) Given the reactants [Br:1][C:2]1[CH:11]=[CH:10][C:9]([CH:12]=O)=[C:8]2[C:3]=1[CH:4]=[N:5][CH:6]=[N:7]2.Cl.[NH2:15][OH:16].C(N(CC)CC)C, predict the reaction product. The product is: [Br:1][C:2]1[CH:11]=[CH:10][C:9]([CH:12]=[N:15][OH:16])=[C:8]2[C:3]=1[CH:4]=[N:5][CH:6]=[N:7]2. (5) Given the reactants C([N:8]1[CH2:12][CH2:11][C@H:10]([NH:13][C:14]([O:16][C:17]([CH3:20])([CH3:19])[CH3:18])=[O:15])[CH2:9]1)C1C=CC=CC=1.O.C(OC(NC1CCNC1)=O)(C)(C)C, predict the reaction product. The product is: [C:17]([O:16][C:14]([NH:13][C@H:10]1[CH2:11][CH2:12][NH:8][CH2:9]1)=[O:15])([CH3:20])([CH3:18])[CH3:19]. (6) The product is: [F:19][C:18]1[C:2]([F:1])=[C:3]([O:4][Si:5]([CH:9]([CH3:11])[CH3:10])([CH:12]([CH3:13])[CH3:14])[CH:6]([CH3:7])[CH3:8])[CH:15]=[CH:16][C:17]=1[C:25]([OH:27])=[O:26]. Given the reactants [F:1][C:2]1[C:18]([F:19])=[CH:17][CH:16]=[CH:15][C:3]=1[O:4][Si:5]([CH:12]([CH3:14])[CH3:13])([CH:9]([CH3:11])[CH3:10])[CH:6]([CH3:8])[CH3:7].C([Li])CCC.[C:25](=[O:27])=[O:26].Cl, predict the reaction product. (7) The product is: [CH2:1]([O:8][C:9]([NH:11][CH2:12][C:13]([O:15][CH:17]([C:23](=[O:24])[CH3:25])[C:18]([O:20][CH2:21][CH3:22])=[O:19])=[O:14])=[O:10])[C:2]1[CH:3]=[CH:4][CH:5]=[CH:6][CH:7]=1. Given the reactants [CH2:1]([O:8][C:9]([NH:11][CH2:12][C:13]([OH:15])=[O:14])=[O:10])[C:2]1[CH:7]=[CH:6][CH:5]=[CH:4][CH:3]=1.Cl[CH:17]([C:23]([CH3:25])=[O:24])[C:18]([O:20][CH2:21][CH3:22])=[O:19].C(N(CC)CC)C.O, predict the reaction product.